This data is from Full USPTO retrosynthesis dataset with 1.9M reactions from patents (1976-2016). The task is: Predict the reactants needed to synthesize the given product. (1) The reactants are: CC1(C)[O:6][CH:5]2[CH2:7][C:8]([CH3:32])([C:10]([NH:12][CH2:13][CH2:14][CH2:15][NH:16][C:17](=[O:31])[CH2:18][CH2:19][CH2:20][CH2:21][C@H:22]3[C@@H:29]4[C@@H:25]([NH:26][C:27](=[O:30])[NH:28]4)[CH2:24][S:23]3)=[O:11])[CH2:9][CH:4]2[O:3]1.Cl. Given the product [OH:3][CH:4]1[CH:5]([OH:6])[CH2:7][C:8]([CH3:32])([C:10]([NH:12][CH2:13][CH2:14][CH2:15][NH:16][C:17](=[O:31])[CH2:18][CH2:19][CH2:20][CH2:21][C@H:22]2[C@@H:29]3[C@@H:25]([NH:26][C:27](=[O:30])[NH:28]3)[CH2:24][S:23]2)=[O:11])[CH2:9]1, predict the reactants needed to synthesize it. (2) The reactants are: [CH3:1][N:2]1[C:6]2[C:7]([C:28]([O:30]C)=[O:29])=[CH:8][CH:9]=[C:10]([C:11]3[CH2:15][C:14]([C:20]4[CH:25]=[C:24]([Cl:26])[CH:23]=[C:22]([Cl:27])[CH:21]=4)([C:16]([F:19])([F:18])[F:17])[O:13][N:12]=3)[C:5]=2[N:4]=[N:3]1.[OH-].[Li+]. Given the product [CH3:1][N:2]1[C:6]2[C:7]([C:28]([OH:30])=[O:29])=[CH:8][CH:9]=[C:10]([C:11]3[CH2:15][C:14]([C:20]4[CH:25]=[C:24]([Cl:26])[CH:23]=[C:22]([Cl:27])[CH:21]=4)([C:16]([F:19])([F:17])[F:18])[O:13][N:12]=3)[C:5]=2[N:4]=[N:3]1, predict the reactants needed to synthesize it.